This data is from Catalyst prediction with 721,799 reactions and 888 catalyst types from USPTO. The task is: Predict which catalyst facilitates the given reaction. (1) Reactant: [NH2:1][C:2]1[C:19]([OH:20])=[CH:18][C:5]2[CH2:6][CH2:7][N:8]([C:11]([O:13][C:14]([CH3:17])([CH3:16])[CH3:15])=[O:12])[CH2:9][CH2:10][C:4]=2[CH:3]=1.C(O[C:24](SC(OCC)=S)=[S:25])C.[K]. Product: [S:25]=[C:24]1[NH:1][C:2]2[C:19](=[CH:18][C:5]3[CH2:6][CH2:7][N:8]([C:11]([O:13][C:14]([CH3:16])([CH3:17])[CH3:15])=[O:12])[CH2:9][CH2:10][C:4]=3[CH:3]=2)[O:20]1. The catalyst class is: 300. (2) Reactant: [CH3:1][C:2]1[CH:10]=[CH:9][C:5]([C:6](O)=[O:7])=[CH:4][C:3]=1[B:11]1[O:15][C:14]([CH3:17])([CH3:16])[C:13]([CH3:19])([CH3:18])[O:12]1.[I-].C(N=C=NCCC[N+](C)(C)C)C.ON1C2N=CC=CC=2N=N1.[F:43][C:44]1[CH:50]=[CH:49][C:47]([NH2:48])=[CH:46][CH:45]=1. Product: [F:43][C:44]1[CH:50]=[CH:49][C:47]([NH:48][C:6](=[O:7])[C:5]2[CH:9]=[CH:10][C:2]([CH3:1])=[C:3]([B:11]3[O:12][C:13]([CH3:19])([CH3:18])[C:14]([CH3:17])([CH3:16])[O:15]3)[CH:4]=2)=[CH:46][CH:45]=1. The catalyst class is: 147. (3) Reactant: ClC1C=CC=CC=1[CH:4]([O:12][CH:13]1[CH2:18][CH2:17][NH:16][CH2:15][CH2:14]1)[C:5]1[CH:10]=[CH:9][C:8]([Cl:11])=[CH:7][CH:6]=1. Product: [Cl:11][C:8]1[CH:9]=[CH:10][C:5]([CH:4]([O:12][CH:13]2[CH2:18][CH2:17][NH:16][CH2:15][CH2:14]2)[C:5]2[CH:10]=[CH:9][C:8]([Cl:11])=[CH:7][CH:6]=2)=[CH:6][CH:7]=1. The catalyst class is: 27. (4) Reactant: [CH3:1][C:2]1[NH:3][C:4]([C:17]2[CH:22]=[CH:21][CH:20]=[CH:19][C:18]=2[O:23][CH3:24])=[C:5]([CH2:9][CH2:10][C:11]2[CH:16]=[CH:15][CH:14]=[CH:13][CH:12]=2)[C:6](=[O:8])[N:7]=1.[H-].[Na+].[Li+].[Br-].Br[CH2:30][CH2:31][CH3:32]. Product: [CH3:1][C:2]1[N:7]([CH2:30][CH2:31][CH3:32])[C:6](=[O:8])[C:5]([CH2:9][CH2:10][C:11]2[CH:16]=[CH:15][CH:14]=[CH:13][CH:12]=2)=[C:4]([C:17]2[CH:22]=[CH:21][CH:20]=[CH:19][C:18]=2[O:23][CH3:24])[N:3]=1. The catalyst class is: 3. (5) Reactant: [Cl:1][C:2]1[CH:3]=[N:4][C:5]([NH:8][C:9](=[O:34])[C:10]2[CH:15]=[CH:14][C:13]([C:16]3[CH2:20][C:19]([C:25]4[CH:30]=[C:29]([Cl:31])[CH:28]=[C:27]([Cl:32])[CH:26]=4)([C:21]([F:24])([F:23])[F:22])[O:18][N:17]=3)=[CH:12][C:11]=2[CH3:33])=[N:6][CH:7]=1.C(N(CC)CC)C.[CH3:42][O:43][CH2:44][C:45](Cl)=[O:46]. The catalyst class is: 367. Product: [Cl:1][C:2]1[CH:7]=[N:6][C:5]([N:8]([C:45](=[O:46])[CH2:44][O:43][CH3:42])[C:9](=[O:34])[C:10]2[CH:15]=[CH:14][C:13]([C:16]3[CH2:20][C:19]([C:25]4[CH:26]=[C:27]([Cl:32])[CH:28]=[C:29]([Cl:31])[CH:30]=4)([C:21]([F:23])([F:24])[F:22])[O:18][N:17]=3)=[CH:12][C:11]=2[CH3:33])=[N:4][CH:3]=1. (6) Reactant: Cl[C:2]1[CH:10]=[CH:9][C:8]2[N:7]([CH:11]=[C:12]([C:14]3[CH:19]=[CH:18][N:17]=[CH:16][CH:15]=3)[CH3:13])[C:6]3[CH2:20][CH2:21][N:22]([CH3:24])[CH2:23][C:5]=3[C:4]=2[CH:3]=1.CC(C)([O-])C.[Na+].[CH2:31]([NH2:35])[CH2:32][CH2:33][CH3:34]. Product: [CH2:31]([NH:35][C:2]1[CH:10]=[CH:9][C:8]2[N:7](/[CH:11]=[C:12](/[C:14]3[CH:19]=[CH:18][N:17]=[CH:16][CH:15]=3)\[CH3:13])[C:6]3[CH2:20][CH2:21][N:22]([CH3:24])[CH2:23][C:5]=3[C:4]=2[CH:3]=1)[CH2:32][CH2:33][CH3:34]. The catalyst class is: 167. (7) Reactant: C([Li])CCC.Cl.Br[C:8]1[CH:13]=[CH:12][N:11]=[CH:10][CH:9]=1.CCOCC.[O:19]=[C:20]1[CH2:24][CH2:23][N:22]([C:25]([O:27][C:28]([CH3:31])([CH3:30])[CH3:29])=[O:26])[CH2:21]1. Product: [C:28]([O:27][C:25]([N:22]1[CH2:23][CH2:24][C:20]([OH:19])([C:8]2[CH:13]=[CH:12][N:11]=[CH:10][CH:9]=2)[CH2:21]1)=[O:26])([CH3:31])([CH3:29])[CH3:30]. The catalyst class is: 81.